From a dataset of Forward reaction prediction with 1.9M reactions from USPTO patents (1976-2016). Predict the product of the given reaction. (1) The product is: [O:3]=[C:2]1[C:4](=[O:5])[C:6]2[C:11](=[CH:10][CH:9]=[CH:8][CH:7]=2)[N:1]1[CH2:19][C:20]([NH2:22])=[O:21]. Given the reactants [NH:1]1[C:11]2[C:6](=[CH:7][CH:8]=[CH:9][CH:10]=2)[C:4](=[O:5])[C:2]1=[O:3].C([O-])([O-])=O.[K+].[K+].Cl[CH2:19][C:20]([NH2:22])=[O:21], predict the reaction product. (2) The product is: [CH3:15][C:14]1[NH:17][C:4]2[C:3](=[O:20])[N:2]([CH3:1])[CH:7]=[CH:6][C:5]=2[C:8]=1[C:9]([O:11][CH2:12][CH3:13])=[O:10]. Given the reactants [CH3:1][N:2]1[CH:7]=[CH:6][C:5]([CH:8]([C:14](=O)[CH3:15])[C:9]([O:11][CH2:12][CH3:13])=[O:10])=[C:4]([N+:17]([O-])=O)[C:3]1=[O:20].[Cl-].[NH4+], predict the reaction product. (3) Given the reactants [Cl:1][C:2]1[CH:7]=[CH:6][CH:5]=[C:4]([Cl:8])[C:3]=1[NH:9][C:10]([NH:12][C:13]1[C:14]([C:23]([N:25]([CH2:33][C:34]2[CH:39]=[CH:38][CH:37]=[CH:36][CH:35]=2)[CH2:26][CH2:27][C:28]([O:30]CC)=[O:29])=[O:24])=[CH:15][C:16]2[C:21]([CH:22]=1)=[CH:20][CH:19]=[CH:18][CH:17]=2)=[O:11].Cl, predict the reaction product. The product is: [Cl:1][C:2]1[CH:7]=[CH:6][CH:5]=[C:4]([Cl:8])[C:3]=1[NH:9][C:10]([NH:12][C:13]1[C:14]([C:23]([N:25]([CH2:33][C:34]2[CH:35]=[CH:36][CH:37]=[CH:38][CH:39]=2)[CH2:26][CH2:27][C:28]([OH:30])=[O:29])=[O:24])=[CH:15][C:16]2[C:21]([CH:22]=1)=[CH:20][CH:19]=[CH:18][CH:17]=2)=[O:11]. (4) Given the reactants Cl[C:2]1[C:11]2[C:6](=[CH:7][CH:8]=[CH:9][CH:10]=2)[N:5]=[C:4]([N:12]2[CH2:17][CH2:16][N:15]([C:18]([NH:20][C:21]3[CH:26]=[CH:25][CH:24]=[C:23]([F:27])[CH:22]=3)=[O:19])[CH2:14][CH:13]2[CH:28]([CH3:30])[CH3:29])[N:3]=1.[CH2:31]1[CH2:35][O:34]CC1, predict the reaction product. The product is: [C:35]([OH:19])(=[O:34])[CH3:31].[C:35]([OH:19])(=[O:34])[CH3:31].[N:5]1[C:6]2[C:11](=[CH:10][CH:9]=[CH:8][CH:7]=2)[CH2:2][NH:3][C:4]=1[N:12]1[CH2:17][CH2:16][N:15]([C:18]([NH:20][C:21]2[CH:26]=[CH:25][CH:24]=[C:23]([F:27])[CH:22]=2)=[O:19])[CH2:14][CH:13]1[CH:28]([CH3:30])[CH3:29]. (5) Given the reactants [NH2:1][C:2]1[C:7]([O:8][C:9]2[CH:14]=[C:13]([I:15])[C:12]([O:16][CH3:17])=[CH:11][C:10]=2[CH:18]([CH3:20])[CH3:19])=[CH:6][N:5]=[C:4]([NH:21][C:22](=[O:26])[CH:23]([CH3:25])[CH3:24])[N:3]=1.C(N(CC)CC)C.[C:34](Cl)(=[O:38])[CH:35]([CH3:37])[CH3:36], predict the reaction product. The product is: [I:15][C:13]1[C:12]([O:16][CH3:17])=[CH:11][C:10]([CH:18]([CH3:20])[CH3:19])=[C:9]([CH:14]=1)[O:8][C:7]1[C:2]([NH:1][C:34](=[O:38])[CH:35]([CH3:37])[CH3:36])=[N:3][C:4]([NH:21][C:22](=[O:26])[CH:23]([CH3:25])[CH3:24])=[N:5][CH:6]=1. (6) Given the reactants [Cl:1][C:2]1[C:3]([NH:16][CH:17]2[CH2:24][CH:20]3[CH2:21][NH:22][CH2:23][CH:19]3[CH2:18]2)=[N:4][C:5]([NH:8][C:9]2[CH:13]=[C:12]([CH3:14])[N:11]([CH3:15])[N:10]=2)=[N:6][CH:7]=1.[C:25]([CH2:27][C:28](O)=[O:29])#[N:26].CN(C(ON1N=NC2C=CC=NC1=2)=[N+](C)C)C.F[P-](F)(F)(F)(F)F.CCN(CC)CC, predict the reaction product. The product is: [Cl:1][C:2]1[C:3]([NH:16][CH:17]2[CH2:24][CH:20]3[CH2:21][N:22]([C:28](=[O:29])[CH2:27][C:25]#[N:26])[CH2:23][CH:19]3[CH2:18]2)=[N:4][C:5]([NH:8][C:9]2[CH:13]=[C:12]([CH3:14])[N:11]([CH3:15])[N:10]=2)=[N:6][CH:7]=1. (7) Given the reactants [CH:1]1([CH2:7][N:8]2[C:16]3[C:11](=[N:12][CH:13]=[C:14]([C:17]4[CH:22]=[CH:21][C:20]([CH2:23][C:24]([O:26]C)=[O:25])=[CH:19][CH:18]=4)[N:15]=3)[NH:10][C:9]2=[O:28])[CH2:6][CH2:5][CH2:4][CH2:3][CH2:2]1.CC1(C)C(C)(C)OB(C2C=CC(CC(OC)=O)=CC=2)O1.P([O-])([O-])([O-])=O.[K+].[K+].[K+], predict the reaction product. The product is: [CH:1]1([CH2:7][N:8]2[C:16]3[C:11](=[N:12][CH:13]=[C:14]([C:17]4[CH:18]=[CH:19][C:20]([CH2:23][C:24]([OH:26])=[O:25])=[CH:21][CH:22]=4)[N:15]=3)[NH:10][C:9]2=[O:28])[CH2:2][CH2:3][CH2:4][CH2:5][CH2:6]1.